Predict the product of the given reaction. From a dataset of Forward reaction prediction with 1.9M reactions from USPTO patents (1976-2016). (1) The product is: [O:44]=[C:1]1[C:3]2([CH2:6][CH2:5][CH2:4]2)[N:7]([C:8]2[CH:13]=[CH:12][C:11]([N:14]3[CH2:19][CH2:18][NH:17][CH2:16][CH2:15]3)=[CH:10][CH:9]=2)[C:28](=[S:29])[N:27]1[C:30]1[CH:31]=[C:32]([C:38]([F:41])([F:39])[F:40])[C:33]([C:36]#[N:37])=[N:34][CH:35]=1. Given the reactants [C:1]([C:3]1([NH:7][C:8]2[CH:13]=[CH:12][C:11]([N:14]3[CH2:19][CH2:18][N:17](C(OC(C)(C)C)=O)[CH2:16][CH2:15]3)=[CH:10][CH:9]=2)[CH2:6][CH2:5][CH2:4]1)#N.[N:27]([C:30]1[CH:31]=[C:32]([C:38]([F:41])([F:40])[F:39])[C:33]([C:36]#[N:37])=[N:34][CH:35]=1)=[C:28]=[S:29].Cl.C[OH:44], predict the reaction product. (2) Given the reactants [C:1]([O:5][C:6]([NH:8][CH2:9][CH2:10][CH2:11][CH2:12][CH2:13][C:14]([OH:16])=O)=[O:7])([CH3:4])([CH3:3])[CH3:2].CCN(C(C)C)C(C)C.CN([C:29]([O:33][N:34]1N=NC2C=CC=C[C:35]1=2)=[N+](C)C)C.F[P-](F)(F)(F)(F)F.CNOC, predict the reaction product. The product is: [C:1]([O:5][C:6](=[O:7])[NH:8][CH2:9][CH2:10][CH2:11][CH2:12][CH2:13][C:14]([N:34]([O:33][CH3:29])[CH3:35])=[O:16])([CH3:2])([CH3:3])[CH3:4]. (3) Given the reactants [NH:1]1[CH:5]=[CH:4][N:3]=[CH:2]1.C(=O)([O-])[O-].[Cs+].[Cs+].C[NH:13][C@@H:14]1[CH2:19][CH2:18]CC[C@H:15]1[NH:20][CH3:21].BrC1C=C(N)C=NC=1, predict the reaction product. The product is: [N:1]1([C:18]2[CH:19]=[C:14]([NH2:13])[CH:15]=[N:20][CH:21]=2)[CH:5]=[CH:4][N:3]=[CH:2]1.